This data is from Full USPTO retrosynthesis dataset with 1.9M reactions from patents (1976-2016). The task is: Predict the reactants needed to synthesize the given product. (1) The reactants are: [NH2:1][C:2]1[CH:21]=[C:20](Br)[C:5]2[N:6]([C:13]3[CH:18]=[CH:17][C:16]([F:19])=[CH:15][CH:14]=3)[C:7](=[O:12])[C:8]([CH3:11])([CH3:10])[O:9][C:4]=2[CH:3]=1.C([Sn](CCCC)(CCCC)[C:28]([O:30][CH2:31][CH3:32])=[CH2:29])CCC. Given the product [NH2:1][C:2]1[CH:21]=[C:20]([C:28]([O:30][CH2:31][CH3:32])=[CH2:29])[C:5]2[N:6]([C:13]3[CH:18]=[CH:17][C:16]([F:19])=[CH:15][CH:14]=3)[C:7](=[O:12])[C:8]([CH3:11])([CH3:10])[O:9][C:4]=2[CH:3]=1, predict the reactants needed to synthesize it. (2) The reactants are: CN(C)/[CH:3]=[CH:4]/[C:5]([C:7]1[C:12](=[O:13])[CH:11]=[CH:10][N:9]([C:14]2[CH:19]=[CH:18][C:17]([O:20][CH2:21][C:22]([F:25])([F:24])[F:23])=[CH:16][CH:15]=2)[N:8]=1)=O.[C:27]1([NH:33][NH2:34])[CH:32]=[CH:31][CH:30]=[CH:29][CH:28]=1. Given the product [C:27]1([N:33]2[C:5]([C:7]3[C:12](=[O:13])[CH:11]=[CH:10][N:9]([C:14]4[CH:19]=[CH:18][C:17]([O:20][CH2:21][C:22]([F:24])([F:23])[F:25])=[CH:16][CH:15]=4)[N:8]=3)=[CH:4][CH:3]=[N:34]2)[CH:32]=[CH:31][CH:30]=[CH:29][CH:28]=1, predict the reactants needed to synthesize it.